This data is from NCI-60 drug combinations with 297,098 pairs across 59 cell lines. The task is: Regression. Given two drug SMILES strings and cell line genomic features, predict the synergy score measuring deviation from expected non-interaction effect. Drug 1: C1=NC2=C(N=C(N=C2N1C3C(C(C(O3)CO)O)F)Cl)N. Drug 2: C#CCC(CC1=CN=C2C(=N1)C(=NC(=N2)N)N)C3=CC=C(C=C3)C(=O)NC(CCC(=O)O)C(=O)O. Cell line: SNB-19. Synergy scores: CSS=49.1, Synergy_ZIP=1.27, Synergy_Bliss=-0.843, Synergy_Loewe=-11.5, Synergy_HSA=-1.26.